Predict which catalyst facilitates the given reaction. From a dataset of Catalyst prediction with 721,799 reactions and 888 catalyst types from USPTO. Reactant: [NH:1]1[CH2:6][CH2:5][CH:4]([C:7]2[CH:15]=[CH:14][CH:13]=[C:12]3[C:8]=2[CH2:9][C:10](=[O:16])[NH:11]3)[CH2:3][CH2:2]1.[CH3:17][C:18]1[CH:22]=[C:21]([CH3:23])[NH:20][C:19]=1[CH:24]=O.N1CCCC1. Product: [CH3:17][C:18]1[CH:22]=[C:21]([CH3:23])[NH:20][C:19]=1[CH:24]=[C:9]1[C:8]2[C:12](=[CH:13][CH:14]=[CH:15][C:7]=2[CH:4]2[CH2:3][CH2:2][NH:1][CH2:6][CH2:5]2)[NH:11][C:10]1=[O:16]. The catalyst class is: 8.